This data is from Full USPTO retrosynthesis dataset with 1.9M reactions from patents (1976-2016). The task is: Predict the reactants needed to synthesize the given product. (1) Given the product [F:29][C:28]([F:31])([F:30])[C:25]1[CH:26]=[CH:27][C:22]([NH:18][C:17]2[C:11]3[C:12](=[N:13][C:8]([C:4]4[N:5]=[CH:6][S:7][C:3]=4[C:2]([F:1])([F:19])[F:20])=[CH:9][N:10]=3)[N:14]=[CH:15][CH:16]=2)=[N:23][CH:24]=1, predict the reactants needed to synthesize it. The reactants are: [F:1][C:2]([F:20])([F:19])[C:3]1[S:7][CH:6]=[N:5][C:4]=1[C:8]1[N:13]=[C:12]2[N:14]=[CH:15][CH:16]=[C:17]([NH2:18])[C:11]2=[N:10][CH:9]=1.Cl[C:22]1[CH:27]=[CH:26][C:25]([C:28]([F:31])([F:30])[F:29])=[CH:24][N:23]=1.C([O-])([O-])=O.[Cs+].[Cs+].CC1(C)C2C(=C(P(C3C=CC=CC=3)C3C=CC=CC=3)C=CC=2)OC2C(P(C3C=CC=CC=3)C3C=CC=CC=3)=CC=CC1=2. (2) Given the product [Cl:42][C:34]1[CH:33]=[C:32]([C:30]2[S:29][N:28]=[C:27]([C:8]3[C:3]([CH2:1][CH3:2])=[C:4]([CH2:18][CH2:19][CH2:20][C:21]([O:23][CH2:24][CH3:25])=[O:22])[CH:5]=[CH:6][CH:7]=3)[N:31]=2)[CH:37]=[CH:36][C:35]=1[O:38][CH:39]([CH3:40])[CH3:41], predict the reactants needed to synthesize it. The reactants are: [CH2:1]([C:3]1[C:8](B2OC(C)(C)C(C)(C)O2)=[CH:7][CH:6]=[CH:5][C:4]=1[CH2:18][CH2:19][CH2:20][C:21]([O:23][CH2:24][CH3:25])=[O:22])[CH3:2].Br[C:27]1[N:31]=[C:30]([C:32]2[CH:37]=[CH:36][C:35]([O:38][CH:39]([CH3:41])[CH3:40])=[C:34]([Cl:42])[CH:33]=2)[S:29][N:28]=1.P([O-])([O-])([O-])=O.[K+].[K+].[K+]. (3) Given the product [C:1]([O:5][C:6]([N:8]1[CH2:13][CH2:12][N:11]([C:15]2[CH:22]=[CH:21][C:18]([CH:19]=[O:20])=[CH:17][CH:16]=2)[CH2:10][CH2:9]1)=[O:7])([CH3:4])([CH3:2])[CH3:3], predict the reactants needed to synthesize it. The reactants are: [C:1]([O:5][C:6]([N:8]1[CH2:13][CH2:12][NH:11][CH2:10][CH2:9]1)=[O:7])([CH3:4])([CH3:3])[CH3:2].F[C:15]1[CH:22]=[CH:21][C:18]([CH:19]=[O:20])=[CH:17][CH:16]=1.C([O-])([O-])=O.[K+].[K+]. (4) Given the product [OH:8][C:4]1[CH:3]=[C:2]([C:10]#[C:9][C:11]2[CH:12]=[N:13][CH:14]=[C:15]([CH:18]=2)[C:16]#[N:17])[CH:7]=[CH:6][CH:5]=1, predict the reactants needed to synthesize it. The reactants are: I[C:2]1[CH:3]=[C:4]([OH:8])[CH:5]=[CH:6][CH:7]=1.[C:9]([C:11]1[CH:12]=[N:13][CH:14]=[C:15]([CH:18]=1)[C:16]#[N:17])#[CH:10].